Dataset: Catalyst prediction with 721,799 reactions and 888 catalyst types from USPTO. Task: Predict which catalyst facilitates the given reaction. (1) Reactant: [CH2:1]([C:5](=[CH2:11])[C:6]([O:8]CC)=[O:7])[CH:2]([CH3:4])[CH3:3].Cl. Product: [CH2:1]([C:5](=[CH2:11])[C:6]([OH:8])=[O:7])[CH:2]([CH3:4])[CH3:3]. The catalyst class is: 500. (2) Reactant: [OH-].[K+:2].[S:3]1[C:7]([C:8]([O:10]CC)=[O:9])=[CH:6][N:5]=[N:4]1. Product: [S:3]1[C:7]([C:8]([O-:10])=[O:9])=[CH:6][N:5]=[N:4]1.[K+:2]. The catalyst class is: 97. (3) Reactant: [C:1]([O:5][C:6]([N:8]1[CH2:13][CH2:12][N:11]([C:14]2[C:15]3[S:23][CH2:22][CH2:21][C:16]=3[N:17]=[C:18](Cl)[N:19]=2)[CH2:10][CH2:9]1)=[O:7])([CH3:4])([CH3:3])[CH3:2].[H][H]. Product: [C:1]([O:5][C:6]([N:8]1[CH2:9][CH2:10][N:11]([C:14]2[C:15]3[S:23][CH2:22][CH2:21][C:16]=3[N:17]=[CH:18][N:19]=2)[CH2:12][CH2:13]1)=[O:7])([CH3:4])([CH3:2])[CH3:3]. The catalyst class is: 94.